From a dataset of Forward reaction prediction with 1.9M reactions from USPTO patents (1976-2016). Predict the product of the given reaction. (1) Given the reactants [CH:1]1([OH:5])[CH2:4][CH2:3][CH2:2]1.CN(C=O)C.[H-].[Na+].[Br:13][C:14]1[C:19]([O:20][CH3:21])=[CH:18][C:17]([CH2:22]Cl)=[CH:16][C:15]=1[O:24][CH3:25], predict the reaction product. The product is: [Br:13][C:14]1[C:19]([O:20][CH3:21])=[CH:18][C:17]([CH2:22][O:5][CH:1]2[CH2:4][CH2:3][CH2:2]2)=[CH:16][C:15]=1[O:24][CH3:25]. (2) Given the reactants Br[C:2]1[CH:7]=[CH:6][C:5]([C:8]([F:11])([F:10])[F:9])=[CH:4][CH:3]=1.[Li]CCCC.CN(CCN(C)C)C.[C:25]([O:29][C:30]([N:32]1[CH2:37][CH2:36][CH:35]([CH:38]=[O:39])[CH2:34][CH2:33]1)=[O:31])([CH3:28])([CH3:27])[CH3:26].[NH4+].[Cl-], predict the reaction product. The product is: [C:25]([O:29][C:30]([N:32]1[CH2:37][CH2:36][CH:35]([CH:38]([OH:39])[C:2]2[CH:7]=[CH:6][C:5]([C:8]([F:11])([F:10])[F:9])=[CH:4][CH:3]=2)[CH2:34][CH2:33]1)=[O:31])([CH3:28])([CH3:27])[CH3:26]. (3) Given the reactants CC(C)([O-])C.[K+].Cl[C:8]1[C:13]([CH:14]([OH:18])[CH2:15][CH2:16][OH:17])=[CH:12][CH:11]=[CH:10][N:9]=1, predict the reaction product. The product is: [O:17]1[C:8]2=[N:9][CH:10]=[CH:11][CH:12]=[C:13]2[CH:14]([OH:18])[CH2:15][CH2:16]1. (4) Given the reactants N#N.[Mg].Br[C:5]1[CH:10]=[CH:9][CH:8]=[CH:7][CH:6]=1.[Br:11][C:12]1[CH:20]=[CH:19][C:15]([C:16]([OH:18])=O)=[C:14]([CH:21]=[O:22])[CH:13]=1.Cl, predict the reaction product. The product is: [Br:11][C:12]1[CH:13]=[C:14]2[C:15](=[CH:19][CH:20]=1)[C:16](=[O:18])[O:22][CH:21]2[C:5]1[CH:10]=[CH:9][CH:8]=[CH:7][CH:6]=1. (5) Given the reactants [Cl:1][C:2]1[CH:7]=[C:6]([Sn](C)(C)C)[CH:5]=[CH:4][C:3]=1[S:12][CH:13]1[CH2:19][CH:18]2[N:20]([CH3:21])[CH:15]([CH2:16][CH2:17]2)[CH2:14]1.[Cl:22][C:23]1[CH:28]=[CH:27][C:26](Br)=[CH:25][N:24]=1.[Cl-].[Li+], predict the reaction product. The product is: [Cl:1][C:2]1[CH:7]=[C:6]([C:26]2[CH:25]=[N:24][C:23]([Cl:22])=[CH:28][CH:27]=2)[CH:5]=[CH:4][C:3]=1[S:12][CH:13]1[CH2:19][CH:18]2[N:20]([CH3:21])[CH:15]([CH2:16][CH2:17]2)[CH2:14]1.